This data is from Full USPTO retrosynthesis dataset with 1.9M reactions from patents (1976-2016). The task is: Predict the reactants needed to synthesize the given product. (1) Given the product [ClH:44].[CH3:12][CH:10]([O:9][C:8]1[CH:7]=[CH:6][C:5]([C:13]2[O:17][N:16]=[C:15]([C:18]3[C:28]4[CH2:27][CH2:26][NH:25][CH2:24][CH2:23][C:22]=4[CH:21]=[CH:20][CH:19]=3)[N:14]=2)=[CH:4][C:3]=1[C:1]#[N:2])[CH3:11], predict the reactants needed to synthesize it. The reactants are: [C:1]([C:3]1[CH:4]=[C:5]([C:13]2[O:17][N:16]=[C:15]([C:18]3[C:28]4[CH2:27][CH2:26][N:25](C(OC(C)(C)C)=O)[CH2:24][CH2:23][C:22]=4[CH:21]=[CH:20][CH:19]=3)[N:14]=2)[CH:6]=[CH:7][C:8]=1[O:9][CH:10]([CH3:12])[CH3:11])#[N:2].FC(F)(F)C(O)=O.C(Cl)[Cl:44]. (2) Given the product [ClH:19].[C:32]([C:34]1[CH:39]=[CH:38][C:37]([CH2:21][S:20][C:15]2[C:12]3[CH2:13][CH2:14][NH:8][CH2:9][CH2:10][C:11]=3[CH:18]=[CH:17][C:16]=2[Cl:19])=[CH:36][CH:35]=1)(=[O:33])[C:31]1[CH:40]=[CH:41][CH:28]=[CH:29][CH:30]=1, predict the reactants needed to synthesize it. The reactants are: C(OC([N:8]1[CH2:14][CH2:13][C:12]2[C:15]([S:20][C:21](=O)N(C)C)=[C:16]([Cl:19])[CH:17]=[CH:18][C:11]=2[CH2:10][CH2:9]1)=O)(C)(C)C.BrC[C:28]1[CH:41]=[CH:40][C:31]([C:32]([C:34]2[CH:39]=[CH:38][CH:37]=[CH:36][CH:35]=2)=[O:33])=[CH:30][CH:29]=1.